From a dataset of M1 muscarinic receptor antagonist screen with 61,756 compounds. Binary Classification. Given a drug SMILES string, predict its activity (active/inactive) in a high-throughput screening assay against a specified biological target. (1) The compound is S(c1n(c(nn1)C(C)C)CC)CC(=O)Nc1c(CC)cccc1CC. The result is 0 (inactive). (2) The compound is O(c1cc(cc(OCC)c1)C(=O)Nc1cccnc1)CC. The result is 0 (inactive). (3) The compound is O1c2c(C(C(=C1N)C(OCC)=O)c1cccnc1)c(oc(c2)C)=O. The result is 0 (inactive). (4) The molecule is O1c2c(OCC1)ccc(NC(=O)c1cc3nccnc3cc1)c2. The result is 0 (inactive). (5) The molecule is Fc1c(NC=2CC(CC(=O)C2)(C)C)ccc(F)c1. The result is 0 (inactive). (6) The molecule is S(c1nn2c(nnc2cc1)c1cc(F)ccc1)Cc1oc(cc1)C(OC)=O. The result is 1 (active). (7) The compound is O=C(Nc1c(c2nn(nn2)CC(=O)N2C(Cc3c2cccc3)C)cccc1)C1CCC1. The result is 0 (inactive). (8) The molecule is o1c2c(c(=O)cc1C(=O)NCC=C)cccc2. The result is 0 (inactive). (9) The drug is s1c(CN(CC(=O)NC2CCCC2)C(=O)Cn2nc(nn2)c2cc(OC)c(OC)cc2)ccc1. The result is 0 (inactive). (10) The drug is O=c1c2c3n(CCN(C3CC2)C(=O)C)c2c1cc(cc2)C. The result is 0 (inactive).